This data is from Full USPTO retrosynthesis dataset with 1.9M reactions from patents (1976-2016). The task is: Predict the reactants needed to synthesize the given product. (1) Given the product [CH3:30][O:31][C:32]1[CH:33]=[C:34]([NH:35][C:2]2[C:3]3[NH:20][N:19]=[CH:18][C:4]=3[N:5]=[C:6]([C:8]3[CH:13]=[CH:12][C:11]([O:14][CH3:15])=[C:10]([O:16][CH3:17])[CH:9]=3)[N:7]=2)[CH:36]=[CH:37][C:38]=1[O:39][CH3:40], predict the reactants needed to synthesize it. The reactants are: Cl[C:2]1[C:3]2[C:4](=[CH:18][N:19](CC3C=CC(OC)=CC=3)[N:20]=2)[N:5]=[C:6]([C:8]2[CH:13]=[CH:12][C:11]([O:14][CH3:15])=[C:10]([O:16][CH3:17])[CH:9]=2)[N:7]=1.[CH3:30][O:31][C:32]1[CH:33]=[C:34]([CH:36]=[CH:37][C:38]=1[O:39][CH3:40])[NH2:35].Cl. (2) Given the product [C:1]([O:5][C:6](=[O:15])[N:7]([C:8]1[CH:9]=[N:10][CH:11]=[C:12]([Br:14])[CH:13]=1)[CH3:18])([CH3:4])([CH3:2])[CH3:3], predict the reactants needed to synthesize it. The reactants are: [C:1]([O:5][C:6](=[O:15])[NH:7][C:8]1[CH:9]=[N:10][CH:11]=[C:12]([Br:14])[CH:13]=1)([CH3:4])([CH3:3])[CH3:2].[H-].[Na+].[CH3:18]I. (3) Given the product [C:1]([C@H:5]1[CH2:10][CH2:9][C@H:8]([O:11][C:12]2[CH:13]=[C:14]3[C:19](=[CH:20][CH:21]=2)[CH:18]=[C:17]([C:22]2([NH2:26])[CH2:23][O:24][CH2:25]2)[CH:16]=[CH:15]3)[CH2:7][CH2:6]1)([CH3:4])([CH3:2])[CH3:3], predict the reactants needed to synthesize it. The reactants are: [C:1]([CH:5]1[CH2:10][CH2:9][CH:8]([O:11][C:12]2[CH:13]=[C:14]3[C:19](=[CH:20][CH:21]=2)[CH:18]=[C:17]([C:22]2([NH:26]S(C(C)(C)C)=O)[CH2:25][O:24][CH2:23]2)[CH:16]=[CH:15]3)[CH2:7][CH2:6]1)([CH3:4])([CH3:3])[CH3:2].C(Cl)Cl.Cl.CCOCC. (4) Given the product [F:16][C:17]1[CH:22]=[C:21]([N:14]2[C:9]3=[N:10][CH:11]=[CH:12][CH:13]=[C:8]3[CH:7]=[C:6]2[C:4]([N:3]([O:2][CH3:1])[CH3:15])=[O:5])[CH:20]=[CH:19][CH:18]=1, predict the reactants needed to synthesize it. The reactants are: [CH3:1][O:2][N:3]([CH3:15])[C:4]([C:6]1[NH:14][C:9]2=[N:10][CH:11]=[CH:12][CH:13]=[C:8]2[CH:7]=1)=[O:5].[F:16][C:17]1[CH:18]=[C:19](B(O)O)[CH:20]=[CH:21][CH:22]=1.N1C=CC=CC=1. (5) Given the product [NH2:7][C:8]1[S:9][C:10]2[C:15]([O:16][CH2:2][CH2:3][C:4]([NH2:6])=[O:5])=[N:14][C:13]([S:17][CH2:18][C:19]3[CH:24]=[CH:23][CH:22]=[CH:21][C:20]=3[F:25])=[N:12][C:11]=2[N:26]=1, predict the reactants needed to synthesize it. The reactants are: Cl[CH2:2][CH2:3][C:4]([NH2:6])=[O:5].[NH2:7][C:8]1[S:9][C:10]2[C:15](=[O:16])[N:14]=[C:13]([S:17][CH2:18][C:19]3[CH:24]=[CH:23][CH:22]=[CH:21][C:20]=3[F:25])[NH:12][C:11]=2[N:26]=1.C(N(CC)C(C)C)(C)C.[I-].[Na+].